This data is from Reaction yield outcomes from USPTO patents with 853,638 reactions. The task is: Predict the reaction yield, written as a fraction of the theoretical maximum amount of product (1.0 means a 100% yield; for example, 0.34 means a 34% yield). (1) The yield is 0.480. The catalyst is C1(C)C=CC=CC=1.C([O-])(=O)C.[Rh+]. The reactants are [OH:1][C@H:2]1[CH2:7][CH2:6][C@H:5]([N:8]2[C:13](=[O:14])[C:12]([CH:15]([C:17]3[CH:22]=[CH:21][C:20]([C:23]4[C:24]([C:29]#[N:30])=[CH:25][CH:26]=[CH:27][CH:28]=4)=[CH:19][CH:18]=3)[CH3:16])=[C:11]([CH2:31][CH2:32][CH3:33])[N:10]3[N:34]=[CH:35][N:36]=[C:9]23)[CH2:4][CH2:3]1.[N+](=[CH:39][C:40]([O:42][CH2:43][CH3:44])=[O:41])=[N-].O. The product is [C:29]([C:24]1[CH:25]=[CH:26][CH:27]=[CH:28][C:23]=1[C:20]1[CH:21]=[CH:22][C:17]([CH:15]([C:12]2[C:13](=[O:14])[N:8]([C@H:5]3[CH2:6][CH2:7][C@H:2]([O:1][CH2:39][C:40]([O:42][CH2:43][CH3:44])=[O:41])[CH2:3][CH2:4]3)[C:9]3[N:10]([N:34]=[CH:35][N:36]=3)[C:11]=2[CH2:31][CH2:32][CH3:33])[CH3:16])=[CH:18][CH:19]=1)#[N:30]. (2) The yield is 0.570. The catalyst is C(Cl)Cl.CN(C=O)C. The reactants are [C:1]([O:7][CH2:8][C:9]1[CH:14]=[CH:13][CH:12]=[CH:11][CH:10]=1)(=[O:6])[CH2:2][C:3]([O-:5])=O.C(N(CC)C(C)C)(C)C.[F:24][C:25]([F:34])([F:33])[C:26]1[CH:31]=[CH:30][CH:29]=[CH:28][C:27]=1[NH2:32].CN(C(ON1N=NC2C=CC=NC1=2)=[N+](C)C)C.F[P-](F)(F)(F)(F)F. The product is [CH2:8]([O:7][C:1](=[O:6])[CH2:2][C:3]([NH:32][C:27]1[CH:28]=[CH:29][CH:30]=[CH:31][C:26]=1[C:25]([F:24])([F:33])[F:34])=[O:5])[C:9]1[CH:14]=[CH:13][CH:12]=[CH:11][CH:10]=1. (3) The reactants are [Cl-].[Al+3].[Cl-].[Cl-].[C:5](Cl)(=[O:7])[CH3:6].[Cl:9][C:10]1[CH:19]=[CH:18][C:17]([Cl:20])=[C:16]2[C:11]=1[C:12]([CH3:22])([CH3:21])[CH2:13][CH2:14][S:15]2. The catalyst is C(Cl)Cl. The product is [C:5]([C:19]1[C:10]([Cl:9])=[C:11]2[C:16](=[C:17]([Cl:20])[CH:18]=1)[S:15][CH2:14][CH2:13][C:12]2([CH3:22])[CH3:21])(=[O:7])[CH3:6]. The yield is 0.560. (4) The reactants are Cl[C:2]1[CH:7]=[C:6]([CH3:8])[N:5]=[CH:4][N:3]=1.[C:9]1(B(O)O)[CH:14]=[CH:13][CH:12]=[CH:11][CH:10]=1.C(=O)([O-])[O-].[Na+].[Na+]. The catalyst is C1C=CC(P(C2C=CC=CC=2)C2C=CC=CC=2)=CC=1.C1C=CC(P(C2C=CC=CC=2)C2C=CC=CC=2)=CC=1.Cl[Pd]Cl.ClCCl.O.C(#N)C. The product is [CH3:8][C:6]1[CH:7]=[C:2]([C:9]2[CH:14]=[CH:13][CH:12]=[CH:11][CH:10]=2)[N:3]=[CH:4][N:5]=1. The yield is 0.460. (5) The reactants are Cl[C:2]1[N:6]([CH3:7])[C:5]2[C:8]([CH:13]([CH2:16][CH3:17])[CH2:14][CH3:15])=[CH:9][CH:10]=[C:11](Cl)[C:4]=2[N:3]=1.[Cl:18][C:19]1[CH:24]=[C:23]([Cl:25])[CH:22]=[C:21]([CH3:26])[C:20]=1[OH:27].[C:28](=O)([O-])[O-:29].[K+].[K+].CN1CCCC1=O. The catalyst is O. The product is [Cl:18][C:19]1[CH:24]=[C:23]([Cl:25])[CH:22]=[C:21]([CH3:26])[C:20]=1[O:27][C:2]1[N:6]([CH3:7])[C:5]2[C:8]([CH:13]([CH2:16][CH3:17])[CH2:14][CH3:15])=[CH:9][CH:10]=[C:11]([O:29][CH3:28])[C:4]=2[N:3]=1. The yield is 0.360. (6) The reactants are [O:1]1[C:5]2([CH2:10][CH2:9][CH:8]([C:11]([O:13]CC)=[O:12])[CH2:7][CH2:6]2)[O:4][CH2:3][CH2:2]1.C1COCC1.O.[OH-].[Li+].Cl. The catalyst is CO.O. The product is [O:1]1[C:5]2([CH2:10][CH2:9][CH:8]([C:11]([OH:13])=[O:12])[CH2:7][CH2:6]2)[O:4][CH2:3][CH2:2]1. The yield is 1.00. (7) The reactants are C[N:2]1[CH:7]=[C:6]([CH:8]2[O:12]CCO2)[CH:5]=[CH:4][C:3]1=O.[CH3:14][N:15]1C=CC=C(C2OCCO2)C1=O.Cl. The catalyst is O1CCCC1. The product is [C:14]([C:3]1[N:2]=[CH:7][C:6]([CH:8]=[O:12])=[CH:5][CH:4]=1)#[N:15]. The yield is 1.00. (8) The reactants are [NH2:1][C:2]1[S:3][CH:4]=[C:5]([C:7]([CH3:10])([CH3:9])[CH3:8])[N:6]=1.[Br:11]N1C(=O)CCC1=O.CCCCCC. The catalyst is C(Cl)(Cl)(Cl)Cl. The product is [NH2:1][C:2]1[S:3][C:4]([Br:11])=[C:5]([C:7]([CH3:10])([CH3:9])[CH3:8])[N:6]=1. The yield is 0.937.